From a dataset of Full USPTO retrosynthesis dataset with 1.9M reactions from patents (1976-2016). Predict the reactants needed to synthesize the given product. (1) Given the product [Cl:20][C:17]1[CH:18]=[CH:19][C:14]([CH:7]([NH:6][C:4]([CH2:3][NH:2][C:28](=[O:29])[C:25]2[CH:26]=[CH:27][C:22]([CH3:21])=[CH:23][CH:24]=2)=[O:5])[C:8]2[CH:13]=[CH:12][CH:11]=[CH:10][CH:9]=2)=[CH:15][CH:16]=1, predict the reactants needed to synthesize it. The reactants are: Cl.[NH2:2][CH2:3][C:4]([NH:6][CH:7]([C:14]1[CH:19]=[CH:18][C:17]([Cl:20])=[CH:16][CH:15]=1)[C:8]1[CH:13]=[CH:12][CH:11]=[CH:10][CH:9]=1)=[O:5].[CH3:21][C:22]1[CH:23]=[CH:24][C:25]([C:28](O)=[O:29])=[CH:26][CH:27]=1. (2) Given the product [CH2:28]([NH:27][C:25](=[O:26])[N:24]([CH2:23][C:14]1[CH:15]=[C:16]([C:19]([F:21])([F:22])[F:20])[CH:17]=[CH:18][C:13]=1[C:7]1[C:8]([O:11][CH3:12])=[CH:9][CH:10]=[C:5]([CH2:4][C:3]([OH:37])=[O:2])[CH:6]=1)[CH2:35][CH3:36])[C:29]1[CH:30]=[CH:31][CH:32]=[CH:33][CH:34]=1, predict the reactants needed to synthesize it. The reactants are: C[O:2][C:3](=[O:37])[CH2:4][C:5]1[CH:6]=[C:7]([C:13]2[CH:18]=[CH:17][C:16]([C:19]([F:22])([F:21])[F:20])=[CH:15][C:14]=2[CH2:23][N:24]([CH2:35][CH3:36])[C:25]([NH:27][CH2:28][C:29]2[CH:34]=[CH:33][CH:32]=[CH:31][CH:30]=2)=[O:26])[C:8]([O:11][CH3:12])=[CH:9][CH:10]=1.[Li+].[OH-].Cl.